This data is from Reaction yield outcomes from USPTO patents with 853,638 reactions. The task is: Predict the reaction yield, written as a fraction of the theoretical maximum amount of product (1.0 means a 100% yield; for example, 0.34 means a 34% yield). (1) The reactants are [Br:1][C:2]1[CH:3]=[C:4]([CH:12]([CH2:18][CH:19]([CH3:21])[CH3:20])[C:13]([O:15][CH2:16][CH3:17])=[O:14])[CH:5]=[C:6]([N+:9]([O-])=O)[C:7]=1[OH:8]. The catalyst is CO.[OH-].[OH-].[Pd+2]. The product is [NH2:9][C:6]1[CH:5]=[C:4]([CH:12]([CH2:18][CH:19]([CH3:20])[CH3:21])[C:13]([O:15][CH2:16][CH3:17])=[O:14])[CH:3]=[C:2]([Br:1])[C:7]=1[OH:8]. The yield is 0.720. (2) The reactants are [CH3:1][O:2][C:3](=[O:7])[C@H:4]1[O:6][CH2:5]1.[CH2:8]([SH:15])[C:9]1[CH:14]=[CH:13][CH:12]=[CH:11][CH:10]=1. No catalyst specified. The product is [CH3:1][O:2][C:3](=[O:7])[C@@H:4]([OH:6])[CH2:5][S:15][CH2:8][C:9]1[CH:14]=[CH:13][CH:12]=[CH:11][CH:10]=1. The yield is 0.920. (3) The reactants are [CH:1]1([C:7]([N:9]([C:27]2[CH:32]=[CH:31][CH:30]=[CH:29][C:28]=2[O:33][C:34]([F:37])([F:36])[F:35])[CH2:10][CH2:11][N:12]2[CH2:17][CH2:16][N:15]([C:18]3[CH:23]=[CH:22][C:21]([OH:24])=[CH:20][C:19]=3[O:25][CH3:26])[CH2:14][CH2:13]2)=[O:8])[CH2:6][CH2:5][CH2:4][CH2:3][CH2:2]1.[H-].[Na+].[CH2:40]([N:42]=[C:43]=[O:44])[CH3:41]. The catalyst is C1COCC1.O.[Cl-].[Na+].O. The product is [CH:1]1([C:7]([N:9]([C:27]2[CH:32]=[CH:31][CH:30]=[CH:29][C:28]=2[O:33][C:34]([F:36])([F:37])[F:35])[CH2:10][CH2:11][N:12]2[CH2:13][CH2:14][N:15]([C:18]3[CH:23]=[CH:22][C:21]([O:24][C:43]([NH:42][CH2:40][CH3:41])=[O:44])=[CH:20][C:19]=3[O:25][CH3:26])[CH2:16][CH2:17]2)=[O:8])[CH2:6][CH2:5][CH2:4][CH2:3][CH2:2]1. The yield is 0.544.